This data is from Forward reaction prediction with 1.9M reactions from USPTO patents (1976-2016). The task is: Predict the product of the given reaction. (1) Given the reactants [O:1]=[C:2]1[NH:6][C:5]2[CH:7]=[CH:8][C:9]([NH:11][C:12](=[O:16])[C:13]([OH:15])=O)=[CH:10][C:4]=2[S:3]1.[Cl:17][C:18]1[CH:30]=[CH:29][C:21](CC2CCNCC2)=[CH:20][CH:19]=1.C([O:33][CH2:34][CH3:35])C, predict the reaction product. The product is: [Cl:17][C:18]1[CH:19]=[CH:20][C:21]([O:33][CH:34]2[CH2:35][CH2:2][N:6]([C:13](=[O:15])[C:12]([NH:11][C:9]3[CH:8]=[CH:7][C:5]4[NH:6][C:2](=[O:1])[S:3][C:4]=4[CH:10]=3)=[O:16])[CH2:5][CH2:4]2)=[CH:29][CH:30]=1. (2) Given the reactants [OH:1][C:2]1[CH:3]=[C:4]2[C:9](=[CH:10][CH:11]=1)[N:8]=[C:7]([CH2:12][CH:13]([CH3:15])[CH3:14])[C:6]([C:16]#[N:17])=[C:5]2[C:18]1[CH:23]=[CH:22][C:21]([CH3:24])=[CH:20][CH:19]=1.[CH2:25](Br)[C:26]1[CH:31]=[CH:30][CH:29]=[CH:28][CH:27]=1.C(=O)([O-])[O-].[K+].[K+], predict the reaction product. The product is: [CH2:25]([O:1][C:2]1[CH:3]=[C:4]2[C:9](=[CH:10][CH:11]=1)[N:8]=[C:7]([CH2:12][CH:13]([CH3:15])[CH3:14])[C:6]([C:16]#[N:17])=[C:5]2[C:18]1[CH:23]=[CH:22][C:21]([CH3:24])=[CH:20][CH:19]=1)[C:26]1[CH:31]=[CH:30][CH:29]=[CH:28][CH:27]=1. (3) The product is: [OH:12][C@H:11]1[CH2:13][CH2:14][N:9]([C:7]2[N:8]=[C:3]([O:2][CH3:1])[C:4]3[C:17]([C:18]4[CH:19]=[CH:20][CH:21]=[CH:22][CH:23]=4)=[C:16]([C:24]4[CH:29]=[CH:28][C:27]([C:30]5([NH:34][C:35](=[O:41])[O:36][C:37]([CH3:39])([CH3:40])[CH3:38])[CH2:33][CH2:32][CH2:31]5)=[CH:26][CH:25]=4)[O:15][C:5]=3[N:6]=2)[CH2:10]1. Given the reactants [CH3:1][O:2][C:3]1[C:4]2[C:17]([C:18]3[CH:23]=[CH:22][CH:21]=[CH:20][CH:19]=3)=[C:16]([C:24]3[CH:29]=[CH:28][C:27]([C:30]4([NH:34][C:35](=[O:41])[O:36][C:37]([CH3:40])([CH3:39])[CH3:38])[CH2:33][CH2:32][CH2:31]4)=[CH:26][CH:25]=3)[O:15][C:5]=2[N:6]=[C:7]([N:9]2[CH2:14][CH2:13][O:12][CH2:11][CH2:10]2)[N:8]=1.COC1C2C(C3C=CC=CC=3)=C(C3C=CC(C4(NC(=O)OC(C)(C)C)CCC4)=CC=3)OC=2N=C(S(C)(=O)=O)N=1.N1CC[C@H](O)C1, predict the reaction product. (4) The product is: [Pt:5].[C:2].[CH2:2]([OH:1])[CH3:3].[O-:1][CH2:2][CH3:3].[Na+:4]. Given the reactants [O-:1][CH2:2][CH3:3].[Na+:4].[Pt:5](Cl)Cl, predict the reaction product. (5) Given the reactants [CH2:1]([O:3][C:4](=[O:12])[C:5]1[CH:10]=[CH:9][CH:8]=[C:7]([NH2:11])[CH:6]=1)[CH3:2].[F:13][C:14]1[CH:19]=[CH:18][CH:17]=[C:16]([F:20])[C:15]=1[S:21](Cl)(=[O:23])=[O:22].N1C=CC=CC=1, predict the reaction product. The product is: [F:13][C:14]1[CH:19]=[CH:18][CH:17]=[C:16]([F:20])[C:15]=1[S:21]([NH:11][C:7]1[CH:6]=[C:5]([CH:10]=[CH:9][CH:8]=1)[C:4]([O:3][CH2:1][CH3:2])=[O:12])(=[O:23])=[O:22].